This data is from Catalyst prediction with 721,799 reactions and 888 catalyst types from USPTO. The task is: Predict which catalyst facilitates the given reaction. (1) Product: [F:34][C:30]1[CH:29]=[C:28]2[C:33]([C:25]([C:22]3[CH:21]=[CH:20][C:19]4[N:1]=[C:2]([CH2:3][CH:4]5[CH2:9][CH2:8][N:7]([C:10]([O:12][C:13]([CH3:14])([CH3:16])[CH3:15])=[O:11])[CH2:6][CH2:5]5)[O:17][C:24]=4[CH:23]=3)=[CH:26][N:27]2[S:35]([C:38]2[CH:43]=[CH:42][CH:41]=[CH:40][CH:39]=2)(=[O:36])=[O:37])=[CH:32][CH:31]=1. The catalyst class is: 2. Reactant: [NH2:1][C:2](=[O:17])[CH2:3][CH:4]1[CH2:9][CH2:8][N:7]([C:10]([O:12][C:13]([CH3:16])([CH3:15])[CH3:14])=[O:11])[CH2:6][CH2:5]1.N[C:19]1[CH:24]=[CH:23][C:22]([C:25]2[C:33]3[C:28](=[CH:29][C:30]([F:34])=[CH:31][CH:32]=3)[N:27]([S:35]([C:38]3[CH:43]=[CH:42][CH:41]=[CH:40][CH:39]=3)(=[O:37])=[O:36])[CH:26]=2)=[CH:21][C:20]=1O. (2) Reactant: [NH:1]1[CH:5]=[C:4]([CH2:6][CH2:7][NH:8][C:9](=[O:24])[NH:10][CH:11]([CH2:15][C:16]2[CH:21]=[CH:20][C:19]([O:22][CH3:23])=[CH:18][CH:17]=2)[C:12]([OH:14])=O)[N:3]=[CH:2]1.C(N(C(C)C)CC)(C)C.CN(C(ON1N=NC2C=CC=CC1=2)=[N+](C)C)C.[B-](F)(F)(F)F.FC(F)(F)C(O)=O.[C:63]([O:68][C:69]1([C:73]2[CH:78]=[CH:77][CH:76]=[CH:75][CH:74]=2)[CH2:72][NH:71][CH2:70]1)(=[O:67])[CH2:64][CH2:65][CH3:66]. Product: [C:63]([O:68][C:69]1([C:73]2[CH:78]=[CH:77][CH:76]=[CH:75][CH:74]=2)[CH2:70][N:71]([C:12](=[O:14])[CH:11]([NH:10][C:9]([NH:8][CH2:7][CH2:6][C:4]2[N:3]=[CH:2][NH:1][CH:5]=2)=[O:24])[CH2:15][C:16]2[CH:21]=[CH:20][C:19]([O:22][CH3:23])=[CH:18][CH:17]=2)[CH2:72]1)(=[O:67])[CH2:64][CH2:65][CH3:66]. The catalyst class is: 120. (3) Reactant: C[C:2]1(C)[O:6][C:5](=[CH:7][C:8]([N:10]([O:19][CH2:20][CH3:21])[CH2:11][C:12]2[CH:17]=[CH:16][C:15]([F:18])=[CH:14][CH:13]=2)=[O:9])[C:4](=[O:22])[O:3]1. Product: [CH3:2][O:3][C:4](=[O:22])[C:5]([OH:6])=[CH:7][C:8](=[O:9])[N:10]([O:19][CH2:20][CH3:21])[CH2:11][C:12]1[CH:17]=[CH:16][C:15]([F:18])=[CH:14][CH:13]=1. The catalyst class is: 5. (4) Reactant: [Si]([O:8][C@H:9]([C:33]1[CH:38]=[CH:37][C:36]([OH:39])=[C:35]([CH2:40][OH:41])[CH:34]=1)[CH2:10][NH:11][C@H:12]([CH3:32])[CH2:13][C:14]1[CH:15]=[C:16]([CH2:20][C:21]([NH:23][CH2:24][C:25]2[CH:30]=[CH:29][CH:28]=[CH:27][C:26]=2[OH:31])=[O:22])[CH:17]=[CH:18][CH:19]=1)(C(C)(C)C)(C)C. Product: [OH:31][C:26]1[CH:27]=[CH:28][CH:29]=[CH:30][C:25]=1[CH2:24][NH:23][C:21](=[O:22])[CH2:20][C:16]1[CH:17]=[CH:18][CH:19]=[C:14]([CH2:13][C@H:12]([NH:11][CH2:10][C@H:9]([OH:8])[C:33]2[CH:38]=[CH:37][C:36]([OH:39])=[C:35]([CH2:40][OH:41])[CH:34]=2)[CH3:32])[CH:15]=1. The catalyst class is: 6. (5) Reactant: C1(N)C(F)=C(F)C(F)=C(N)C=1F.Cl.Cl.Cl.[OH:16][CH:17]([C:36]1[C:37]([NH:42][C:43](=[O:48])[C:44]([CH3:47])([CH3:46])[CH3:45])=[N:38][CH:39]=[CH:40][CH:41]=1)C(C1CCN(C(OC(C)(C)C)=O)CC1)C(OC)=O. Product: [CH:17]([C:36]1[C:37]([NH:42][C:43](=[O:48])[C:44]([CH3:46])([CH3:45])[CH3:47])=[N:38][CH:39]=[CH:40][CH:41]=1)=[O:16]. The catalyst class is: 6. (6) Reactant: CC([O:5][C:6]([N:8]1[CH2:13][CH2:12][N:11]([C:14]([O:16][C:17]([CH3:20])([CH3:19])[CH3:18])=[O:15])[CH2:10][CH:9]1[C:21](O)([CH2:29][C:30]1[CH:35]=[CH:34][CH:33]=[CH:32][CH:31]=1)[CH2:22][C:23]1[CH:28]=[CH:27][CH:26]=[CH:25][CH:24]=1)=[O:7])(C)C.[H-].[Na+]. Product: [C:23]1([CH2:22][C:21]2([CH2:29][C:30]3[CH:31]=[CH:32][CH:33]=[CH:34][CH:35]=3)[CH:9]3[CH2:10][N:11]([C:14]([O:16][C:17]([CH3:20])([CH3:19])[CH3:18])=[O:15])[CH2:12][CH2:13][N:8]3[C:6](=[O:5])[O:7]2)[CH:28]=[CH:27][CH:26]=[CH:25][CH:24]=1. The catalyst class is: 9. (7) Reactant: [Cl:1][C:2]1[N:11]=[C:10]2[C:5]([C:6](Cl)=[N:7][C:8]([Cl:12])=[N:9]2)=[N:4][C:3]=1[Cl:14].C(=O)([O-])O.[Na+].[NH:20]1[CH2:23][CH2:22][CH2:21]1. Product: [N:20]1([C:6]2[C:5]3[C:10](=[N:11][C:2]([Cl:1])=[C:3]([Cl:14])[N:4]=3)[N:9]=[C:8]([Cl:12])[N:7]=2)[CH2:23][CH2:22][CH2:21]1. The catalyst class is: 146.